This data is from Reaction yield outcomes from USPTO patents with 853,638 reactions. The task is: Predict the reaction yield, written as a fraction of the theoretical maximum amount of product (1.0 means a 100% yield; for example, 0.34 means a 34% yield). The reactants are [NH:1]1[C:5]([C:6]2[CH:11]=[CH:10][C:9]([C:12]3[C:21]([CH3:22])=[CH:20][C:19]4[C:14](=[CH:15][CH:16]=[C:17]([O:23]C)[CH:18]=4)[N:13]=3)=[CH:8][CH:7]=2)=[N:4][N:3]=[N:2]1. The catalyst is CN1C(=O)CCC1. The product is [NH:4]1[C:5]([C:6]2[CH:11]=[CH:10][C:9]([C:12]3[C:21]([CH3:22])=[CH:20][C:19]4[C:14](=[CH:15][CH:16]=[C:17]([OH:23])[CH:18]=4)[N:13]=3)=[CH:8][CH:7]=2)=[N:1][N:2]=[N:3]1. The yield is 0.380.